From a dataset of Peptide-MHC class II binding affinity with 134,281 pairs from IEDB. Regression. Given a peptide amino acid sequence and an MHC pseudo amino acid sequence, predict their binding affinity value. This is MHC class II binding data. The peptide sequence is LPADLMIRIIAQGPK. The MHC is HLA-DPA10103-DPB10301 with pseudo-sequence HLA-DPA10103-DPB10301. The binding affinity (normalized) is 0.185.